This data is from Forward reaction prediction with 1.9M reactions from USPTO patents (1976-2016). The task is: Predict the product of the given reaction. (1) Given the reactants [Li+].[Cl-].[CH3:3][O:4][C:5]([CH2:7]P(OC)(OC)=O)=[O:6].[CH2:14]([O:21][C:22](=[O:35])[NH:23][CH:24]([C:29]1[CH:34]=[CH:33][CH:32]=[CH:31][CH:30]=1)[CH2:25]CC=O)[C:15]1[CH:20]=[CH:19][CH:18]=[CH:17][CH:16]=1, predict the reaction product. The product is: [CH3:3][O:4][C:5](=[O:6])[CH2:7][CH2:25][CH:24]([NH:23][C:22]([O:21][CH2:14][C:15]1[CH:20]=[CH:19][CH:18]=[CH:17][CH:16]=1)=[O:35])[C:29]1[CH:30]=[CH:31][CH:32]=[CH:33][CH:34]=1. (2) Given the reactants [CH2:1]([O:8][C:9]([N:11]1[CH2:19][C:18]2[C:13](=[CH:14][CH:15]=[C:16]([CH2:20]OS(C)(=O)=O)[CH:17]=2)[CH2:12]1)=[O:10])[C:2]1[CH:7]=[CH:6][CH:5]=[CH:4][CH:3]=1.C([O-])([O-])=O.[K+].[K+].[CH3:32][N:33]1[CH2:38][CH2:37][NH:36][CH2:35][CH2:34]1.[ClH:39].CO, predict the reaction product. The product is: [ClH:39].[ClH:39].[CH2:1]([O:8][C:9]([N:11]1[CH2:19][C:18]2[C:13](=[CH:14][CH:15]=[C:16]([CH2:20][N:36]3[CH2:37][CH2:38][N:33]([CH3:32])[CH2:34][CH2:35]3)[CH:17]=2)[CH2:12]1)=[O:10])[C:2]1[CH:7]=[CH:6][CH:5]=[CH:4][CH:3]=1. (3) Given the reactants Br[C:2]1[CH:7]=[CH:6][C:5]([O:8][CH:9]([F:11])[F:10])=[C:4]([CH:12]([CH3:14])[CH3:13])[CH:3]=1.[C:15]1([C:21]#[CH:22])[CH:20]=[CH:19][CH:18]=[CH:17][CH:16]=1.C(N(CC)CC)C, predict the reaction product. The product is: [F:10][CH:9]([F:11])[O:8][C:5]1[CH:6]=[CH:7][C:2]([C:22]#[C:21][C:15]2[CH:20]=[CH:19][CH:18]=[CH:17][CH:16]=2)=[CH:3][C:4]=1[CH:12]([CH3:14])[CH3:13]. (4) The product is: [CH3:33][O:32][C:15]1[CH:14]=[CH:13][C:12]2[N:11]=[C:10]([NH:8][C:2]3[CH:3]=[CH:4][CH:5]=[C:6]([NH2:7])[N:1]=3)[C:19]3=[N:20][NH:21][CH:22]=[C:18]3[C:17]=2[CH:16]=1. Given the reactants [N:1]1[C:6]([NH2:7])=[CH:5][CH:4]=[CH:3][C:2]=1[NH2:8].Cl[C:10]1[C:19]2=[N:20][N:21](CC3C=CC(OC)=CC=3)[CH:22]=[C:18]2[C:17]2[CH:16]=[C:15]([O:32][CH3:33])[CH:14]=[CH:13][C:12]=2[N:11]=1, predict the reaction product. (5) Given the reactants [Br:1][C:2]1[C:7]([CH3:8])=[CH:6][C:5](Br)=[CH:4][C:3]=1[CH3:10].C([Li])CCC.Cl[Si:17]([CH3:20])([CH3:19])[CH3:18], predict the reaction product. The product is: [Br:1][C:2]1[C:7]([CH3:8])=[CH:6][C:5]([Si:17]([CH3:20])([CH3:19])[CH3:18])=[CH:4][C:3]=1[CH3:10]. (6) The product is: [CH3:1][C@H:2]([NH:7][C:8]([C:10]1[C:18]2[C:13](=[N:14][CH:15]=[CH:16][N:17]=2)[N:12]([CH2:27][O:28][CH2:29][CH2:30][Si:31]([CH3:34])([CH3:32])[CH3:33])[CH:11]=1)=[O:9])[C:3]([CH3:6])([CH3:5])[CH3:4]. Given the reactants [CH3:1][C@H:2]([NH:7][C:8]([C:10]1[C:18]2[C:13](=[N:14][CH:15]=[C:16](C3SC(C(O)=O)=CC=3)[N:17]=2)[N:12]([CH2:27][O:28][CH2:29][CH2:30][Si:31]([CH3:34])([CH3:33])[CH3:32])[CH:11]=1)=[O:9])[C:3]([CH3:6])([CH3:5])[CH3:4].CC(C)(C)[C@H](N)C.Cl.CN(C)CCCN=C=NCC, predict the reaction product. (7) Given the reactants [Cl:1][C:2]1[CH:7]=[CH:6][C:5]([C:8]2[C:14]3[CH:15]=[CH:16][CH:17]=[CH:18][C:13]=3[N:12]3[C:19]([CH3:22])=[N:20][N:21]=[C:11]3[CH:10]([CH2:23][C:24]([OH:26])=O)[CH:9]=2)=[CH:4][CH:3]=1.CN(C(ON1N=NC2C=CC=NC1=2)=[N+](C)C)C.F[P-](F)(F)(F)(F)F.C(N(CC)CC)C.Cl.[CH:59]12[NH:65][CH:62]([CH2:63][CH2:64]1)[CH2:61][CH2:60]2, predict the reaction product. The product is: [CH:62]12[N:65]([C:24](=[O:26])[CH2:23][CH:10]3[CH:9]=[C:8]([C:5]4[CH:6]=[CH:7][C:2]([Cl:1])=[CH:3][CH:4]=4)[C:14]4[CH:15]=[CH:16][CH:17]=[CH:18][C:13]=4[N:12]4[C:19]([CH3:22])=[N:20][N:21]=[C:11]34)[CH:59]([CH2:64][CH2:63]1)[CH2:60][CH2:61]2. (8) Given the reactants [Cl:1]N1C(=O)CCC1=O.[CH3:9][O:10][C:11](=[O:35])[C@H:12]([NH:24][C:25]([O:27][CH2:28][C:29]1[CH:34]=[CH:33][CH:32]=[CH:31][CH:30]=1)=[O:26])[CH2:13][C:14]1[CH:23]=[CH:22][C:17]2[NH:18][C:19](=[O:21])[O:20][C:16]=2[CH:15]=1, predict the reaction product. The product is: [CH3:9][O:10][C:11](=[O:35])[C@H:12]([NH:24][C:25]([O:27][CH2:28][C:29]1[CH:30]=[CH:31][CH:32]=[CH:33][CH:34]=1)=[O:26])[CH2:13][C:14]1[C:23]([Cl:1])=[CH:22][C:17]2[NH:18][C:19](=[O:21])[O:20][C:16]=2[CH:15]=1.